The task is: Predict the product of the given reaction.. This data is from Forward reaction prediction with 1.9M reactions from USPTO patents (1976-2016). (1) Given the reactants I[C:2]1[N:6]([CH2:7][C:8]2[CH:13]=[CH:12][C:11]([O:14][CH3:15])=[CH:10][CH:9]=2)[N:5]=[N:4][C:3]=1[C:16]1[CH:21]=[CH:20][N:19]=[C:18]([C:22]2[N:23]=[CH:24][N:25]([CH2:27][CH2:28][C:29]3[C:38]4[C:33](=[CH:34][CH:35]=[CH:36][CH:37]=4)[CH:32]=[CH:31][CH:30]=3)[CH:26]=2)[CH:17]=1.[F-:39].[K+].O, predict the reaction product. The product is: [F:39][C:2]1[N:6]([CH2:7][C:8]2[CH:13]=[CH:12][C:11]([O:14][CH3:15])=[CH:10][CH:9]=2)[N:5]=[N:4][C:3]=1[C:16]1[CH:21]=[CH:20][N:19]=[C:18]([C:22]2[N:23]=[CH:24][N:25]([CH2:27][CH2:28][C:29]3[C:38]4[C:33](=[CH:34][CH:35]=[CH:36][CH:37]=4)[CH:32]=[CH:31][CH:30]=3)[CH:26]=2)[CH:17]=1. (2) Given the reactants [Cl:1][C:2]1[CH:10]=[C:9]([S:11]([F:16])([F:15])([F:14])([F:13])[F:12])[CH:8]=[CH:7][C:3]=1[C:4]([OH:6])=[O:5].O=S(Cl)Cl.[CH3:21]O, predict the reaction product. The product is: [Cl:1][C:2]1[CH:10]=[C:9]([S:11]([F:16])([F:12])([F:13])([F:14])[F:15])[CH:8]=[CH:7][C:3]=1[C:4]([O:6][CH3:21])=[O:5].